This data is from Forward reaction prediction with 1.9M reactions from USPTO patents (1976-2016). The task is: Predict the product of the given reaction. (1) Given the reactants [O:1]=[C:2]1[C:10]2[C:5](=[CH:6][C:7]([C:11]3[CH:15]=[C:14]([C:16](OCC)=[O:17])[S:13][N:12]=3)=[CH:8][CH:9]=2)[CH2:4][O:3]1.S1C(C(O)=O)=CC=N1, predict the reaction product. The product is: [OH:17][CH2:16][C:14]1[S:13][N:12]=[C:11]([C:7]2[CH:6]=[C:5]3[C:10](=[CH:9][CH:8]=2)[C:2](=[O:1])[O:3][CH2:4]3)[CH:15]=1. (2) Given the reactants [CH2:1]([SnH:5]([CH2:10][CH2:11][CH2:12][CH3:13])[CH2:6][CH2:7][CH2:8][CH3:9])[CH2:2][CH2:3][CH3:4].[CH3:14][CH:15]([OH:19])[C:16]#[C:17][CH3:18], predict the reaction product. The product is: [CH2:10]([Sn:5]([CH2:1][CH2:2][CH2:3][CH3:4])([CH2:6][CH2:7][CH2:8][CH3:9])/[C:16](=[CH:17]\[CH3:18])/[CH:15]([OH:19])[CH3:14])[CH2:11][CH2:12][CH3:13]. (3) Given the reactants [Cl:1][C:2]1[C:11]2[CH2:10][N:9]([C@H:12]([CH:16]([CH3:18])[CH3:17])[C:13](O)=[O:14])[C:8](=[O:19])[C:7]3=[CH:20][NH:21][C:5]([C:6]=23)=[N:4][CH:3]=1.[NH2:22][C:23]1[CH:30]=[CH:29][C:26]([C:27]#[N:28])=[CH:25][CH:24]=1.CN(C(ON1N=NC2C=CC=NC1=2)=[N+](C)C)C.F[P-](F)(F)(F)(F)F, predict the reaction product. The product is: [Cl:1][C:2]1[C:11]2[CH2:10][N:9]([C@H:12]([CH:16]([CH3:18])[CH3:17])[C:13]([NH:22][C:23]3[CH:30]=[CH:29][C:26]([C:27]#[N:28])=[CH:25][CH:24]=3)=[O:14])[C:8](=[O:19])[C:7]3=[CH:20][NH:21][C:5]([C:6]=23)=[N:4][CH:3]=1. (4) Given the reactants [CH3:1][N:2]1[CH2:15][CH2:14][C:5]2[NH:6][C:7]3[CH:8]=[CH:9][C:10]([CH3:13])=[CH:11][C:12]=3[C:4]=2[CH2:3]1.Br[C:17]1[C:26]2[C:21](=[CH:22][CH:23]=[CH:24][CH:25]=2)[CH:20]=[CH:19][CH:18]=1.[O-]P([O-])([O-])=O.[K+].[K+].[K+].N1CCC[C@H]1C(O)=O, predict the reaction product. The product is: [CH3:1][N:2]1[CH2:15][CH2:14][C:5]2[N:6]([C:19]3[CH:18]=[CH:17][C:26]4[C:21](=[CH:22][CH:23]=[CH:24][CH:25]=4)[CH:20]=3)[C:7]3[CH:8]=[CH:9][C:10]([CH3:13])=[CH:11][C:12]=3[C:4]=2[CH2:3]1. (5) Given the reactants [NH:1]1[CH2:6][CH2:5][O:4][CH2:3][CH2:2]1.O1CCOCC1.Cl[C:14]1[C:19]([N:20]2[N:24]=[CH:23][CH:22]=[N:21]2)=[CH:18][C:17]([N+:25]([O-:27])=[O:26])=[CH:16][N:15]=1, predict the reaction product. The product is: [N+:25]([C:17]1[CH:18]=[C:19]([N:20]2[N:24]=[CH:23][CH:22]=[N:21]2)[C:14]([N:1]2[CH2:6][CH2:5][O:4][CH2:3][CH2:2]2)=[N:15][CH:16]=1)([O-:27])=[O:26]. (6) Given the reactants Br[C:2]1[CH:7]=[CH:6][C:5]([O:8][CH:9]2[CH2:11][CH2:10]2)=[CH:4][CH:3]=1.C([O-])(=O)C.[K+].[CH3:17][C:18]1([CH3:34])[C:22]([CH3:24])([CH3:23])[O:21][B:20]([B:20]2[O:21][C:22]([CH3:24])([CH3:23])[C:18]([CH3:34])([CH3:17])[O:19]2)[O:19]1, predict the reaction product. The product is: [CH:9]1([O:8][C:5]2[CH:6]=[CH:7][C:2]([B:20]3[O:21][C:22]([CH3:24])([CH3:23])[C:18]([CH3:34])([CH3:17])[O:19]3)=[CH:3][CH:4]=2)[CH2:11][CH2:10]1. (7) Given the reactants C(N(CC)CC)C.Cl[C:9](Cl)([O:11]C(=O)OC(Cl)(Cl)Cl)Cl.[CH3:20][C:21]1[CH:26]=[CH:25][CH:24]=[C:23]([CH3:27])[C:22]=1[O:28][C:29]1[N:34]=[CH:33][C:32]([NH:35][C:36](=[O:41])[C:37]([CH3:40])([CH3:39])[NH2:38])=[CH:31][CH:30]=1, predict the reaction product. The product is: [CH3:27][C:23]1[CH:24]=[CH:25][CH:26]=[C:21]([CH3:20])[C:22]=1[O:28][C:29]1[N:34]=[CH:33][C:32]([N:35]2[C:36](=[O:41])[C:37]([CH3:39])([CH3:40])[NH:38][C:9]2=[O:11])=[CH:31][CH:30]=1.